From a dataset of Reaction yield outcomes from USPTO patents with 853,638 reactions. Predict the reaction yield, written as a fraction of the theoretical maximum amount of product (1.0 means a 100% yield; for example, 0.34 means a 34% yield). (1) The reactants are [C:1]([C:5]1([CH2:11][CH2:12][CH3:13])[CH:9]=[CH:8][CH:7]([CH3:10])[O:6]1)([CH3:4])([CH3:3])[CH3:2].[H][H]. The catalyst is [Pd].CCOCC. The product is [C:1]([C:5]1([CH2:11][CH2:12][CH3:13])[CH2:9][CH2:8][CH:7]([CH3:10])[O:6]1)([CH3:4])([CH3:3])[CH3:2]. The yield is 0.800. (2) The reactants are [Na].[C:2]([O:8][CH2:9][CH3:10])(=[O:7])[CH2:3][C:4]([CH3:6])=[O:5].O/[N:12]=[C:13](\Cl)/[C:14]1[CH:19]=[CH:18][CH:17]=[C:16]([Cl:20])[CH:15]=1. The catalyst is CO. The product is [CH2:9]([O:8][C:2]([C:3]1[C:13]([C:14]2[CH:19]=[CH:18][CH:17]=[C:16]([Cl:20])[CH:15]=2)=[N:12][O:5][C:4]=1[CH3:6])=[O:7])[CH3:10]. The yield is 0.400. (3) The reactants are [CH2:1]([C:3]1[N:13]([C:14]2[CH:19]=[CH:18][C:17]([CH2:20][CH2:21][NH2:22])=[CH:16][CH:15]=2)[C:6]2=[N:7][C:8]([CH3:12])=[CH:9][C:10]([CH3:11])=[C:5]2[N:4]=1)[CH3:2].[C:23]1([CH3:35])[CH:28]=[CH:27][C:26]([S:29]([N:32]=[C:33]=[O:34])(=[O:31])=[O:30])=[CH:25][CH:24]=1. The catalyst is ClCCl. The product is [CH2:1]([C:3]1[N:13]([C:14]2[CH:15]=[CH:16][C:17]([CH2:20][CH2:21][NH:22][C:33]([NH:32][S:29]([C:26]3[CH:27]=[CH:28][C:23]([CH3:35])=[CH:24][CH:25]=3)(=[O:31])=[O:30])=[O:34])=[CH:18][CH:19]=2)[C:6]2=[N:7][C:8]([CH3:12])=[CH:9][C:10]([CH3:11])=[C:5]2[N:4]=1)[CH3:2]. The yield is 0.560. (4) The product is [N:24]1[NH:25][N:26]=[C:3]([C@@H:2]([N:5]([CH2:13][CH2:14][CH2:15][NH:16][C:17]([O:19][C:20]([CH3:22])([CH3:21])[CH3:23])=[O:18])[C:6](=[O:12])[O:7][C:8]([CH3:9])([CH3:10])[CH3:11])[CH3:1])[CH:4]=1. The yield is 0.790. The catalyst is CN(C=O)C.CO.[Cu]I. The reactants are [CH3:1][C@H:2]([N:5]([CH2:13][CH2:14][CH2:15][NH:16][C:17]([O:19][C:20]([CH3:23])([CH3:22])[CH3:21])=[O:18])[C:6](=[O:12])[O:7][C:8]([CH3:11])([CH3:10])[CH3:9])[C:3]#[CH:4].[N:24]([Si](C)(C)C)=[N+:25]=[N-:26]. (5) The catalyst is CN(C)C=O.CO. The yield is 0.710. The product is [F:9][C:6]1[C:5]([CH3:10])=[CH:4][CH:3]=[CH:2][C:7]=1[NH2:8]. The reactants are Br[C:2]1[C:7]([NH2:8])=[C:6]([F:9])[C:5]([CH3:10])=[CH:4][CH:3]=1.C(N(CC)C(C)C)(C)C.C(OCC)(=O)C.O. (6) The reactants are [CH3:1][P:2](=[O:7])([O:5][CH3:6])[O:3][CH3:4].[Li]CCCC.C[O:14][C:15](=O)[C@H:16]([CH2:25][C:26]1[CH:31]=[CH:30][CH:29]=[CH:28][CH:27]=1)[NH:17][C:18]([O:20][C:21]([CH3:24])([CH3:23])[CH3:22])=[O:19].CC(O)=O. The catalyst is C1COCC1. The product is [C:26]1([CH2:25][C@H:16]([NH:17][C:18]([O:20][C:21]([CH3:24])([CH3:23])[CH3:22])=[O:19])[C:15](=[O:14])[CH2:1][P:2](=[O:7])([O:5][CH3:6])[O:3][CH3:4])[CH:27]=[CH:28][CH:29]=[CH:30][CH:31]=1. The yield is 0.590. (7) The reactants are C([O:5][C:6](=[O:18])[CH2:7][NH:8][C:9]([C:11]1[C:16]([OH:17])=[CH:15][CH:14]=[CH:13][N:12]=1)=[O:10])(C)(C)C.C(O)(C(F)(F)F)=O. The catalyst is C(Cl)Cl. The product is [OH:17][C:16]1[C:11]([C:9]([NH:8][CH2:7][C:6]([OH:18])=[O:5])=[O:10])=[N:12][CH:13]=[CH:14][CH:15]=1. The yield is 0.990. (8) The reactants are [CH2:1]([N:8]([CH2:15][CH2:16][CH:17]=C)[C:9](=[O:14])[C:10]([F:13])([F:12])[F:11])[C:2]1[CH:7]=[CH:6][CH:5]=[CH:4][CH:3]=1.[O:19]=[O+][O-].O=O.CSC. The catalyst is C(Cl)Cl. The product is [CH2:1]([N:8]([CH2:15][CH2:16][CH:17]=[O:19])[C:9](=[O:14])[C:10]([F:13])([F:12])[F:11])[C:2]1[CH:7]=[CH:6][CH:5]=[CH:4][CH:3]=1. The yield is 0.850.